From a dataset of Catalyst prediction with 721,799 reactions and 888 catalyst types from USPTO. Predict which catalyst facilitates the given reaction. Reactant: C(OC([N:8]([O:26]C(OC(C)(C)C)=O)[C:9]1([CH3:25])[C:13](=[O:14])[N:12]([CH3:15])[N:11]=[C:10]1[C:16]1[CH:21]=[CH:20][C:19]([S:22]([CH3:24])=[O:23])=[CH:18][CH:17]=1)=O)(C)(C)C. Product: [OH:26][NH:8][C:9]1([CH3:25])[C:13](=[O:14])[N:12]([CH3:15])[N:11]=[C:10]1[C:16]1[CH:17]=[CH:18][C:19]([S:22]([CH3:24])=[O:23])=[CH:20][CH:21]=1. The catalyst class is: 13.